From a dataset of Forward reaction prediction with 1.9M reactions from USPTO patents (1976-2016). Predict the product of the given reaction. (1) Given the reactants [N:1]([C:4]1[CH:14]=[CH:13][C:7]([C:8]([O:10][CH2:11][CH3:12])=[O:9])=[CH:6][CH:5]=1)=[C:2]=[O:3].[CH:15]1[NH:16][CH:17]=[C:18]2[C:23]=1[CH:22]=[CH:21][CH:20]=[CH:19]2, predict the reaction product. The product is: [CH2:15]1[C:23]2[C:18](=[CH:19][CH:20]=[CH:21][CH:22]=2)[CH2:17][N:16]1[C:2]([NH:1][C:4]1[CH:14]=[CH:13][C:7]([C:8]([O:10][CH2:11][CH3:12])=[O:9])=[CH:6][CH:5]=1)=[O:3]. (2) Given the reactants [NH2:1][C:2]1[CH2:7][O:6][CH2:5][C@:4]2([C:20]3[CH:19]=[C:18]([OH:21])[N:17]=[CH:16][C:15]=3[O:14][C:13]3[C:8]2=[CH:9][C:10]([Br:22])=[CH:11][CH:12]=3)[N:3]=1.[F-].[Cs+].C(#N)C.[F:28][C:29]([F:41])(S(F)(=O)=O)C(O[Si](C)(C)C)=O, predict the reaction product. The product is: [Br:22][C:10]1[CH:9]=[C:8]2[C@:4]3([N:3]=[C:2]([NH2:1])[CH2:7][O:6][CH2:5]3)[C:20]3[CH:19]=[C:18]([O:21][CH:29]([F:41])[F:28])[N:17]=[CH:16][C:15]=3[O:14][C:13]2=[CH:12][CH:11]=1. (3) Given the reactants [Cl:1][C:2]1[CH:3]=[C:4]([C:9]2([OH:20])[CH2:12][N:11](C(OC(C)(C)C)=O)[CH2:10]2)[CH:5]=[C:6]([F:8])[CH:7]=1.FC(F)(F)C(O)=O, predict the reaction product. The product is: [Cl:1][C:2]1[CH:3]=[C:4]([C:9]2([OH:20])[CH2:12][NH:11][CH2:10]2)[CH:5]=[C:6]([F:8])[CH:7]=1. (4) Given the reactants [CH:1]1([N:4]2[CH2:9][CH2:8][NH:7][CH2:6][CH2:5]2)[CH2:3][CH2:2]1.[Cl:10][C:11]1[N:12]=[N:13][C:14]([C:17]2[CH:22]=[CH:21][CH:20]=[CH:19][CH:18]=2)=[CH:15][CH:16]=1, predict the reaction product. The product is: [ClH:10].[CH:1]1([N:4]2[CH2:9][CH2:8][N:7]([C:11]3[N:12]=[N:13][C:14]([C:17]4[CH:18]=[CH:19][CH:20]=[CH:21][CH:22]=4)=[CH:15][CH:16]=3)[CH2:6][CH2:5]2)[CH2:3][CH2:2]1. (5) Given the reactants C[O:2][C:3](=[O:45])[CH2:4][C@H:5]([OH:44])[CH2:6][C@H:7]([OH:43])[CH2:8][CH2:9][C:10]1[N:11]([CH:40]([CH3:42])[CH3:41])[C:12]([C:29](=[O:39])[NH:30][C:31]2[CH:36]=[CH:35][CH:34]=[C:33]([CH2:37][CH3:38])[CH:32]=2)=[C:13]([C:22]2[CH:27]=[CH:26][C:25]([F:28])=[CH:24][CH:23]=2)[C:14]=1[C:15]1[CH:20]=[CH:19][C:18]([F:21])=[CH:17][CH:16]=1.C(O)C.O.[OH-].[Na+:51], predict the reaction product. The product is: [Na+:51].[CH2:37]([C:33]1[CH:32]=[C:31]([NH:30][C:29]([C:12]2[N:11]([CH:40]([CH3:42])[CH3:41])[C:10]([CH2:9][CH2:8][C@@H:7]([OH:43])[CH2:6][C@@H:5]([OH:44])[CH2:4][C:3]([O-:45])=[O:2])=[C:14]([C:15]3[CH:16]=[CH:17][C:18]([F:21])=[CH:19][CH:20]=3)[C:13]=2[C:22]2[CH:23]=[CH:24][C:25]([F:28])=[CH:26][CH:27]=2)=[O:39])[CH:36]=[CH:35][CH:34]=1)[CH3:38]. (6) Given the reactants [Br:1]N1C(=O)CCC1=O.[CH3:9][S:10]([C:13]1[CH:14]=[C:15]([C:19]2[CH:24]=[CH:23][C:22]([C:25]3[N:29]([CH2:30][C:31]([O:33][CH2:34][CH2:35][N:36]([CH3:38])[CH3:37])=[O:32])[N:28]=[C:27]([C:39]([F:42])([F:41])[F:40])[CH:26]=3)=[CH:21][CH:20]=2)[CH:16]=[CH:17][CH:18]=1)(=[O:12])=[O:11], predict the reaction product. The product is: [Br:1][C:26]1[C:27]([C:39]([F:42])([F:41])[F:40])=[N:28][N:29]([CH2:30][C:31]([O:33][CH2:34][CH2:35][N:36]([CH3:38])[CH3:37])=[O:32])[C:25]=1[C:22]1[CH:23]=[CH:24][C:19]([C:15]2[CH:16]=[CH:17][CH:18]=[C:13]([S:10]([CH3:9])(=[O:12])=[O:11])[CH:14]=2)=[CH:20][CH:21]=1. (7) Given the reactants C([O:8][CH2:9][C@@H:10]1[N:15]([C:16]([O:18][C:19]([CH3:22])([CH3:21])[CH3:20])=[O:17])[CH2:14][C@H:13]([C:23](=[O:48])[N:24]([CH:45]2[CH2:47][CH2:46]2)[C@@H:25]([C:27]2[C:35]3[C:30](=[N:31][C:32]([CH3:36])=[CH:33][CH:34]=3)[N:29]([CH2:37][CH2:38][CH2:39][NH:40][C:41]([O:43][CH3:44])=[O:42])[N:28]=2)[CH3:26])[O:12][CH2:11]1)C1C=CC=CC=1, predict the reaction product. The product is: [CH:45]1([N:24]([C@@H:25]([C:27]2[C:35]3[C:30](=[N:31][C:32]([CH3:36])=[CH:33][CH:34]=3)[N:29]([CH2:37][CH2:38][CH2:39][NH:40][C:41]([O:43][CH3:44])=[O:42])[N:28]=2)[CH3:26])[C:23]([C@@H:13]2[O:12][CH2:11][C@H:10]([CH2:9][OH:8])[N:15]([C:16]([O:18][C:19]([CH3:21])([CH3:22])[CH3:20])=[O:17])[CH2:14]2)=[O:48])[CH2:46][CH2:47]1. (8) Given the reactants [Br:1][C:2]1[C:3](=[O:17])[NH:4][C:5](=[O:16])[N:6]([CH2:8][CH2:9][C:10]2[CH:15]=[CH:14][CH:13]=[CH:12][CH:11]=2)[N:7]=1.ICCC1C=CC=C[C:22]=1[O:27]C.C(I)CC1C=CC=CC=1, predict the reaction product. The product is: [Br:1][C:2]1[C:3](=[O:17])[NH:4][C:5](=[O:16])[N:6]([CH2:8][CH2:9][C:10]2[CH:15]=[CH:14][CH:13]=[CH:12][C:11]=2[O:27][CH3:22])[N:7]=1. (9) Given the reactants C=O.CC(O)=O.[N-:7]=[N+:8]=[N-:9].[Na+].[C:11]([Si:15]([O:28][C@@H:29]1[CH2:45][C:44]2[C@@:32]([CH3:49])([CH:33]3[CH:41]([CH2:42][CH:43]=2)[CH:40]2[C@@:36]([CH3:48])([C@@H:37]([C:46]#[CH:47])[CH2:38][CH2:39]2)[CH2:35][CH2:34]3)[CH2:31][CH2:30]1)([C:22]1[CH:27]=[CH:26][CH:25]=[CH:24][CH:23]=1)[C:16]1[CH:21]=[CH:20][CH:19]=[CH:18][CH:17]=1)([CH3:14])([CH3:13])[CH3:12].O=C1O[C@H]([C@H](CO)O)C([O-])=C1O.[Na+], predict the reaction product. The product is: [Si:15]([O:28][C@@H:29]1[CH2:45][C:44]2[C@@:32]([CH3:49])([CH:33]3[CH:41]([CH2:42][CH:43]=2)[CH:40]2[C@@:36]([CH3:48])([C@@H:37]([C:46]4[N:7]=[N:8][NH:9][CH:47]=4)[CH2:38][CH2:39]2)[CH2:35][CH2:34]3)[CH2:31][CH2:30]1)([C:11]([CH3:13])([CH3:14])[CH3:12])([C:22]1[CH:27]=[CH:26][CH:25]=[CH:24][CH:23]=1)[C:16]1[CH:21]=[CH:20][CH:19]=[CH:18][CH:17]=1.